Dataset: Full USPTO retrosynthesis dataset with 1.9M reactions from patents (1976-2016). Task: Predict the reactants needed to synthesize the given product. The reactants are: [CH3:1][C:2]1[NH:3][C:4]2[C:9]([CH:10]=1)=[CH:8][C:7]([N+:11]([O-])=O)=[CH:6][CH:5]=2.[H][H]. Given the product [NH2:11][C:7]1[CH:8]=[C:9]2[C:4](=[CH:5][CH:6]=1)[NH:3][C:2]([CH3:1])=[CH:10]2, predict the reactants needed to synthesize it.